Dataset: Reaction yield outcomes from USPTO patents with 853,638 reactions. Task: Predict the reaction yield, written as a fraction of the theoretical maximum amount of product (1.0 means a 100% yield; for example, 0.34 means a 34% yield). (1) The reactants are [CH3:1][C:2]1([CH3:21])[C@@H:5]([C:6]([N:8]2[CH2:12][CH2:11][CH2:10][CH2:9]2)=[O:7])[CH2:4][C@H:3]1[NH:13]C(=O)OC(C)(C)C.CCN(CC)CC. The catalyst is C(O)(C(F)(F)F)=O.C(Cl)Cl. The product is [NH2:13][C@@H:3]1[CH2:4][C@H:5]([C:6]([N:8]2[CH2:12][CH2:11][CH2:10][CH2:9]2)=[O:7])[C:2]1([CH3:21])[CH3:1]. The yield is 1.00. (2) The reactants are [CH3:1][O:2][C:3]1[CH:8]=[CH:7][C:6]([N:9]2[C:13]3[C:14](=[O:22])[N:15]([CH2:18][CH2:19][C:20]#[N:21])[CH2:16][CH2:17][C:12]=3[C:11]([C:23]([F:26])([F:25])[F:24])=[N:10]2)=[CH:5][CH:4]=1.C(O)(=O)C. The yield is 0.850. The catalyst is CO.[Pt]=O. The product is [NH2:21][CH2:20][CH2:19][CH2:18][N:15]1[CH2:16][CH2:17][C:12]2[C:11]([C:23]([F:26])([F:25])[F:24])=[N:10][N:9]([C:6]3[CH:7]=[CH:8][C:3]([O:2][CH3:1])=[CH:4][CH:5]=3)[C:13]=2[C:14]1=[O:22]. (3) The reactants are [Sn](Cl)(Cl)(Cl)Cl.[N+:6]([C:9]1[C:10]2[C:15]([CH:16]=[C:17]3[C:22]=1[CH:21]=[CH:20][CH:19]=[CH:18]3)=[CH:14][CH:13]=[CH:12][CH:11]=2)([O-])=O. The catalyst is Cl.C(O)(=O)C. The product is [CH:21]1[C:22]2[C:17](=[CH:16][C:15]3[C:10]([C:9]=2[NH2:6])=[CH:11][CH:12]=[CH:13][CH:14]=3)[CH:18]=[CH:19][CH:20]=1. The yield is 0.740. (4) The reactants are [F:1][C:2]1[CH:7]=[CH:6][C:5]([F:8])=[CH:4][C:3]=1[C@H:9]1[CH2:13][CH2:12][CH2:11][N:10]1[C:14]1[CH:19]=[CH:18][N:17]2[N:20]=[CH:21][C:22](/[CH:23]=[CH:24]/[C:25](O)=[O:26])=[C:16]2[N:15]=1.CN(C(ON1N=NC2C=CC=NC1=2)=[N+](C)C)C.F[P-](F)(F)(F)(F)F.CCN(C(C)C)C(C)C.Cl.Cl.[NH:63]1[CH2:68][CH2:67][NH:66][CH2:65][CH:64]1[C:69]([OH:72])([CH3:71])[CH3:70]. The catalyst is CN(C=O)C. The product is [F:1][C:2]1[CH:7]=[CH:6][C:5]([F:8])=[CH:4][C:3]=1[C@H:9]1[CH2:13][CH2:12][CH2:11][N:10]1[C:14]1[CH:19]=[CH:18][N:17]2[N:20]=[CH:21][C:22](/[CH:23]=[CH:24]/[C:25]([N:66]3[CH2:67][CH2:68][NH:63][CH:64]([C:69]([OH:72])([CH3:71])[CH3:70])[CH2:65]3)=[O:26])=[C:16]2[N:15]=1. The yield is 0.710. (5) The reactants are N1C(N)=C2C(N=CN2)=NC=1.[CH3:11][C@@H:12]([O:24]CP(O)(O)=O)[CH2:13][N:14]1[C:18]2[N:19]=[CH:20][N:21]=[C:22]([NH2:23])[C:17]=2[N:16]=[CH:15]1.CC(C)([O-])C.[Mg+2].CC(C)([O-])C.C1(=O)O[C@H](C)CO1.CS(O)(=O)=O. The catalyst is CN(C=O)C.[OH-].[Na+].C1(C)C=CC=CC=1. The product is [OH:24][C@H:12]([CH3:11])[CH2:13][N:14]1[CH:15]=[N:16][C:17]2[C:18]1=[N:19][CH:20]=[N:21][C:22]=2[NH2:23]. The yield is 0.750. (6) The reactants are [C:1]1(=[O:14])[C:9]2[C:8]3[CH:10]=[CH:11][CH2:12][O:13][C:7]=3[CH:6]=[CH:5][C:4]=2[CH2:3][NH:2]1.[N:15]([O-:17])=[O:16].[Na+].II. The catalyst is CN1CCCC1.O. The product is [N+:15]([C:11]1[CH2:12][O:13][C:7]2[CH:6]=[CH:5][C:4]3[CH2:3][NH:2][C:1](=[O:14])[C:9]=3[C:8]=2[CH:10]=1)([O-:17])=[O:16]. The yield is 0.840. (7) The reactants are [Cl:1][C:2]1[CH:7]=[C:6]([CH3:8])[C:5]([N+:9]([O-:11])=[O:10])=[CH:4][C:3]=1[N+:12]([O-:14])=[O:13].C[C:16]([N:18]([CH3:20])[CH3:19])=O.O. The catalyst is CN(C=O)C. The product is [Cl:1][C:2]1[C:3]([N+:12]([O-:14])=[O:13])=[CH:4][C:5]([N+:9]([O-:11])=[O:10])=[C:6](/[CH:8]=[CH:16]/[N:18]([CH3:20])[CH3:19])[CH:7]=1. The yield is 0.720. (8) The reactants are [CH3:1][C:2]1[C:11]([OH:12])=[CH:10][C:9]2[C:4](=[N:5][CH:6]=[CH:7][CH:8]=2)[N:3]=1.Cl[C:14]1[C:23]2[C:18](=[CH:19][C:20]([O:26][CH3:27])=[C:21]([O:24][CH3:25])[CH:22]=2)[N:17]=[CH:16][CH:15]=1.O. The product is [CH3:25][O:24][C:21]1[CH:22]=[C:23]2[C:18](=[CH:19][C:20]=1[O:26][CH3:27])[N:17]=[CH:16][CH:15]=[C:14]2[O:12][C:11]1[C:2]([CH3:1])=[N:3][C:4]2[C:9]([CH:10]=1)=[CH:8][CH:7]=[CH:6][N:5]=2. The yield is 1.00. The catalyst is CN(C)C1C=CN=CC=1.ClC1C=CC=CC=1Cl.